From a dataset of Reaction yield outcomes from USPTO patents with 853,638 reactions. Predict the reaction yield, written as a fraction of the theoretical maximum amount of product (1.0 means a 100% yield; for example, 0.34 means a 34% yield). (1) The reactants are [CH:1]1(/[CH:4]=[CH:5]/[C:6]([O:8][CH2:9][CH3:10])=[O:7])[CH2:3][CH2:2]1.C(O)(C(F)(F)F)=O.[CH2:18]([N:25]([CH2:31]O)[CH2:26][Si](C)(C)C)[C:19]1[CH:24]=[CH:23][CH:22]=[CH:21][CH:20]=1. The catalyst is C(Cl)Cl. The product is [CH2:18]([N:25]1[CH2:31][C@@H:4]([CH:1]2[CH2:3][CH2:2]2)[C@H:5]([C:6]([O:8][CH2:9][CH3:10])=[O:7])[CH2:26]1)[C:19]1[CH:24]=[CH:23][CH:22]=[CH:21][CH:20]=1. The yield is 0.540. (2) The reactants are Cl[C:2]1[C:7]([F:8])=[C:6]([Cl:9])[N:5]=[CH:4][N:3]=1.[Si:10]([O:17][C@@H:18]1[C@H:22]([CH2:23][O:24][Si:25]([C:28]([CH3:31])([CH3:30])[CH3:29])([CH3:27])[CH3:26])[CH2:21][C@@H:20]([NH2:32])[CH2:19]1)([C:13]([CH3:16])([CH3:15])[CH3:14])([CH3:12])[CH3:11].C(N(CC)CC)C. The catalyst is C(O)C. The product is [Si:10]([O:17][C@@H:18]1[C@H:22]([CH2:23][O:24][Si:25]([C:28]([CH3:31])([CH3:30])[CH3:29])([CH3:26])[CH3:27])[CH2:21][C@@H:20]([NH:32][C:2]2[C:7]([F:8])=[C:6]([Cl:9])[N:5]=[CH:4][N:3]=2)[CH2:19]1)([C:13]([CH3:16])([CH3:15])[CH3:14])([CH3:12])[CH3:11]. The yield is 0.700. (3) The reactants are [NH:1]1[C:5]2[CH:6]=[CH:7][C:8]([C:10]([OH:12])=O)=[CH:9][C:4]=2[N:3]=[CH:2]1.[O:13]1[CH:17]=[CH:16][C:15]([C:18]2[CH:19]=[CH:20][C:21]3[CH2:22][C@H:23]4[C@@H:28]([C:29]=3[CH:30]=2)[CH2:27][CH2:26][CH2:25][NH:24]4)=[CH:14]1. No catalyst specified. The product is [NH:1]1[C:5]2[CH:6]=[CH:7][C:8]([C:10]([N:24]3[CH2:25][CH2:26][CH2:27][C@@H:28]4[C:29]5[CH:30]=[C:18]([C:15]6[CH:16]=[CH:17][O:13][CH:14]=6)[CH:19]=[CH:20][C:21]=5[CH2:22][C@H:23]34)=[O:12])=[CH:9][C:4]=2[N:3]=[CH:2]1. The yield is 0.140. (4) The reactants are [F:1][C:2]1[CH:7]=[C:6]([N+:8]([O-:10])=[O:9])[CH:5]=[CH:4][C:3]=1[N:11]1[CH2:16][CH2:15][NH:14][CH2:13][CH2:12]1.I[CH2:18][C:19]([NH2:21])=[O:20].C(=O)([O-])[O-].[Cs+].[Cs+].C(#N)C. The catalyst is O. The product is [F:1][C:2]1[CH:7]=[C:6]([N+:8]([O-:10])=[O:9])[CH:5]=[CH:4][C:3]=1[N:11]1[CH2:16][CH2:15][N:14]([CH2:18][C:19]([NH2:21])=[O:20])[CH2:13][CH2:12]1. The yield is 1.00. (5) The reactants are [CH:1]([CH:4]1[C:13](=O)[C:12]2[C:11]([C:15](OC)=[O:16])=[CH:10][CH:9]=[CH:8][C:7]=2[NH:6][CH:5]1[C:19]1[CH:24]=[CH:23][CH:22]=[CH:21][CH:20]=1)([CH3:3])[CH3:2].O.[NH2:26][NH2:27]. No catalyst specified. The product is [CH:1]([CH:4]1[C:13]2=[N:26][NH:27][C:15](=[O:16])[C:11]3[CH:10]=[CH:9][CH:8]=[C:7]([C:12]=32)[NH:6][CH:5]1[C:19]1[CH:20]=[CH:21][CH:22]=[CH:23][CH:24]=1)([CH3:2])[CH3:3]. The yield is 0.150.